Dataset: Reaction yield outcomes from USPTO patents with 853,638 reactions. Task: Predict the reaction yield, written as a fraction of the theoretical maximum amount of product (1.0 means a 100% yield; for example, 0.34 means a 34% yield). (1) The reactants are [CH3:1][C:2]1[NH:6][C:5]2[CH:7]=[CH:8][CH:9]=[CH:10][C:4]=2[N:3]=1.[H-].[Na+].F[C:14]1[CH:19]=[CH:18][CH:17]=[CH:16][N:15]=1. The catalyst is CC(N(C)C)=O. The product is [CH3:1][C:2]1[N:6]([C:14]2[CH:19]=[CH:18][CH:17]=[CH:16][N:15]=2)[C:5]2[CH:7]=[CH:8][CH:9]=[CH:10][C:4]=2[N:3]=1. The yield is 0.710. (2) The reactants are [N:1]1([C:6]2[C:11]([OH:12])=[CH:10][CH:9]=[CH:8][N:7]=2)[CH:5]=[CH:4][CH:3]=[CH:2]1.O=[C:14]1[CH2:19][CH2:18][N:17](C(OC(C)(C)C)=O)[CH2:16][CH2:15]1.O.CC1C=CC(S(O)(=O)=O)=CC=1.ClC(Cl)C. No catalyst specified. The product is [N:7]1[C:6]2[N:1]3[CH:2]=[CH:3][CH:4]=[C:5]3[C:14]3([CH2:19][CH2:18][NH:17][CH2:16][CH2:15]3)[O:12][C:11]=2[CH:10]=[CH:9][CH:8]=1. The yield is 0.380.